This data is from Reaction yield outcomes from USPTO patents with 853,638 reactions. The task is: Predict the reaction yield, written as a fraction of the theoretical maximum amount of product (1.0 means a 100% yield; for example, 0.34 means a 34% yield). (1) The catalyst is C1COCC1. The product is [O:1]1[CH2:6][CH2:5][CH2:4][CH2:3][CH:2]1[O:7][CH2:8][C:9]1[N:10]=[CH:11][C:12]([CH2:13][OH:14])=[CH:17][CH:18]=1. The reactants are [O:1]1[CH2:6][CH2:5][CH2:4][CH2:3][CH:2]1[O:7][CH2:8][C:9]1[CH:18]=[CH:17][C:12]([C:13](OC)=[O:14])=[CH:11][N:10]=1.CC(C[AlH]CC(C)C)C. The yield is 0.970. (2) The reactants are [CH3:1][O:2][C:3]1[CH:23]=[CH:22][C:6]([CH2:7][N:8]2[N:12]=[N:11][C:10]([C:13]3[CH:14]=[C:15]([CH:19]=[CH:20][CH:21]=3)[C:16](Cl)=[O:17])=[N:9]2)=[CH:5][CH:4]=1.[H-].[Al+3].[Li+].[H-].[H-].[H-].Cl. The catalyst is O1CCCC1. The product is [CH3:1][O:2][C:3]1[CH:4]=[CH:5][C:6]([CH2:7][N:8]2[N:12]=[N:11][C:10]([C:13]3[CH:14]=[C:15]([CH2:16][OH:17])[CH:19]=[CH:20][CH:21]=3)=[N:9]2)=[CH:22][CH:23]=1. The yield is 0.840. (3) The reactants are [O:1]1[CH2:6][CH2:5][C:4](=[O:7])[CH2:3][CH2:2]1.Cl[CH2:9][C:10]#[N:11].CC(C)([O-])C.[K+]. The catalyst is C(O)(C)(C)C. The product is [O:7]1[C:4]2([CH2:5][CH2:6][O:1][CH2:2][CH2:3]2)[CH:9]1[C:10]#[N:11]. The yield is 0.900. (4) The reactants are [N+:1]([C:4]1[CH:5]=[C:6]([CH:14]=[CH:15][CH:16]=1)[O:7][CH2:8][C:9](OCC)=[O:10])([O-:3])=[O:2].Cl.CN.[CH:20]([N:23](C(C)C)CC)(C)C. The catalyst is CO.O. The product is [CH3:20][NH:23][C:9](=[O:10])[CH2:8][O:7][C:6]1[CH:14]=[CH:15][CH:16]=[C:4]([N+:1]([O-:3])=[O:2])[CH:5]=1. The yield is 0.950.